This data is from Catalyst prediction with 721,799 reactions and 888 catalyst types from USPTO. The task is: Predict which catalyst facilitates the given reaction. (1) Reactant: [NH2:1][C:2]1[C:7]([F:8])=[CH:6][N:5]=[C:4]([OH:9])[N:3]=1.Cl[CH2:11][O:12][CH2:13][C:14]1[CH:19]=[CH:18][CH:17]=[CH:16][CH:15]=1. Product: [NH2:1][C:2]1[C:7]([F:8])=[CH:6][N:5]([CH2:11][O:12][CH2:13][C:14]2[CH:19]=[CH:18][CH:17]=[CH:16][CH:15]=2)[C:4](=[O:9])[N:3]=1. The catalyst class is: 23. (2) Reactant: [CH3:1][O:2][C:3](=[O:26])[CH2:4][CH2:5][CH2:6][O:7][C:8]1[CH:13]=[C:12]([NH2:14])[C:11]([C:15]([N:17]2[CH2:21][CH2:20][CH2:19][CH:18]2[CH2:22][OH:23])=[O:16])=[CH:10][C:9]=1[O:24][CH3:25].N1C=CC=CC=1.Cl[C:34]([O:36][CH2:37][CH:38]=[CH2:39])=[O:35]. Product: [CH3:1][O:2][C:3](=[O:26])[CH2:4][CH2:5][CH2:6][O:7][C:8]1[CH:13]=[C:12]([NH:14][C:34]([O:36][CH2:37][CH:38]=[CH2:39])=[O:35])[C:11]([C:15]([N:17]2[CH2:21][CH2:20][CH2:19][CH:18]2[CH2:22][OH:23])=[O:16])=[CH:10][C:9]=1[O:24][CH3:25]. The catalyst class is: 2. (3) Reactant: C(OC([NH:8][C:9]1([C:12]2[NH:13][C:14]([C:22]3[CH:31]=[CH:30][CH:29]=[C:28]4[C:23]=3[N:24]=[C:25]([NH:33][C:34]([CH3:37])([CH3:36])[CH3:35])[C:26]([CH3:32])=[N:27]4)=[CH:15][C:16]=2[C:17]([O:19]CC)=[O:18])[CH2:11][CH2:10]1)=O)(C)(C)C.[ClH:38]. Product: [ClH:38].[NH2:8][C:9]1([C:12]2[NH:13][C:14]([C:22]3[CH:31]=[CH:30][CH:29]=[C:28]4[C:23]=3[N:24]=[C:25]([NH:33][C:34]([CH3:37])([CH3:36])[CH3:35])[C:26]([CH3:32])=[N:27]4)=[CH:15][C:16]=2[C:17]([OH:19])=[O:18])[CH2:11][CH2:10]1. The catalyst class is: 38. (4) Reactant: [C:1]1([CH:7]([C:38]2[CH:43]=[CH:42][CH:41]=[CH:40][CH:39]=2)[N:8]2[CH:13]=[CH:12][CH:11]=[C:10]([C:14]([NH:16][C@@H:17]([CH2:25][CH2:26][CH2:27][NH:28][C:29](=S)[NH:30][C:31]([O:33][CH2:34][CH3:35])=[O:32])[C:18]([O:20][C:21]([CH3:24])([CH3:23])[CH3:22])=[O:19])=[O:15])[C:9]2=[O:37])[CH:6]=[CH:5][CH:4]=[CH:3][CH:2]=1.[CH:44]([NH2:47])([CH3:46])[CH3:45].CCN(C(C)C)C(C)C.CCN=C=NCCCN(C)C. Product: [C:1]1([CH:7]([C:38]2[CH:43]=[CH:42][CH:41]=[CH:40][CH:39]=2)[N:8]2[CH:13]=[CH:12][CH:11]=[C:10]([C:14]([NH:16][C@@H:17]([CH2:25][CH2:26][CH2:27][N:28]=[C:29]([NH:30][C:31]([O:33][CH2:34][CH3:35])=[O:32])[NH:47][CH:44]([CH3:46])[CH3:45])[C:18]([O:20][C:21]([CH3:24])([CH3:23])[CH3:22])=[O:19])=[O:15])[C:9]2=[O:37])[CH:6]=[CH:5][CH:4]=[CH:3][CH:2]=1. The catalyst class is: 91.